This data is from Full USPTO retrosynthesis dataset with 1.9M reactions from patents (1976-2016). The task is: Predict the reactants needed to synthesize the given product. Given the product [CH3:29][N:28]1[C:24]2[NH:23][C:21](=[O:22])[C:20]3[CH2:19][CH2:18][CH2:17][NH:32][C:31]=3[C:25]=2[C:26]([CH3:30])=[N:27]1, predict the reactants needed to synthesize it. The reactants are: CC1(C)CCCC(C)(C)N1.C([Li])CCC.Cl[CH2:17][CH2:18][CH2:19][CH2:20][C:21]([NH:23][C:24]1[N:28]([CH3:29])[N:27]=[C:26]([CH3:30])[C:25]=1[C:31]#[N:32])=[O:22].